This data is from Forward reaction prediction with 1.9M reactions from USPTO patents (1976-2016). The task is: Predict the product of the given reaction. Given the reactants N1(O[C:11]2[N:16]=[C:15]([NH:17][CH2:18][C:19]3[CH:20]=[N:21][N:22]([CH3:24])[CH:23]=3)[C:14]([C:25]([NH2:27])=[O:26])=[CH:13][N:12]=2)C2C=CC=CC=2N=N1.[C:28]([NH:31][C:32]1[CH:33]=[C:34]([CH:36]=[CH:37][CH:38]=1)[NH2:35])(=[O:30])[CH3:29].CC1C=CC(S(O)(=O)=O)=CC=1, predict the reaction product. The product is: [C:28]([NH:31][C:32]1[CH:33]=[C:34]([NH:35][C:11]2[N:16]=[C:15]([NH:17][CH2:18][C:19]3[CH:20]=[N:21][N:22]([CH3:24])[CH:23]=3)[C:14]([C:25]([NH2:27])=[O:26])=[CH:13][N:12]=2)[CH:36]=[CH:37][CH:38]=1)(=[O:30])[CH3:29].